From a dataset of Forward reaction prediction with 1.9M reactions from USPTO patents (1976-2016). Predict the product of the given reaction. (1) Given the reactants Br[C:2]1[N:7]=[C:6]2[N:8]([CH2:13][CH2:14][O:15][CH3:16])[C:9](=[O:12])[CH2:10][NH:11][C:5]2=[N:4][CH:3]=1.C[Sn](C)(C)[C:19]1[CH:20]=[CH:21][C:22]([C:25]([OH:28])([CH3:27])[CH3:26])=[N:23][CH:24]=1, predict the reaction product. The product is: [OH:28][C:25]([C:22]1[N:23]=[CH:24][C:19]([C:2]2[N:7]=[C:6]3[N:8]([CH2:13][CH2:14][O:15][CH3:16])[C:9](=[O:12])[CH2:10][NH:11][C:5]3=[N:4][CH:3]=2)=[CH:20][CH:21]=1)([CH3:27])[CH3:26]. (2) Given the reactants [CH:1]([C:4]1[CH:9]=[CH:8][CH:7]=[C:6]([CH:10]([CH3:12])[CH3:11])[C:5]=1[N:13]1[C:22](=[O:23])[C:21]2[CH:24]=[C:25](Br)[C:26]3[O:27][C:28]4[C:33]([C:18]5[C:19]=3[C:20]=2[C:15](=[CH:16][C:17]=5[O:35][C:36]2[CH:41]=[CH:40][CH:39]=[CH:38][CH:37]=2)[C:14]1=[O:42])=[CH:32][CH:31]=[CH:30][CH:29]=4)([CH3:3])[CH3:2].[C:43]1(B(O)O)[CH:48]=[CH:47][CH:46]=[CH:45][CH:44]=1.C([O-])([O-])=O.[Na+].[Na+].CCO, predict the reaction product. The product is: [CH:1]([C:4]1[CH:9]=[CH:8][CH:7]=[C:6]([CH:10]([CH3:12])[CH3:11])[C:5]=1[N:13]1[C:22](=[O:23])[C:21]2[CH:24]=[C:25]([C:43]3[CH:48]=[CH:47][CH:46]=[CH:45][CH:44]=3)[C:26]3[O:27][C:28]4[C:33]([C:18]5[C:19]=3[C:20]=2[C:15](=[CH:16][C:17]=5[O:35][C:36]2[CH:41]=[CH:40][CH:39]=[CH:38][CH:37]=2)[C:14]1=[O:42])=[CH:32][CH:31]=[CH:30][CH:29]=4)([CH3:3])[CH3:2]. (3) Given the reactants Cl[C:2]1[CH:3]=[CH:4][C:5]2[N:6]=[CH:7][N:8]=[C:9]([NH:12][CH:13]3[CH2:18][CH2:17]O[CH2:15][CH2:14]3)[C:10]=2[N:11]=1.[Cl:19][C:20]1[C:25]([NH:26][S:27]([C:30]2[CH:35]=[CH:34][C:33]([F:36])=[CH:32][C:31]=2[F:37])(=[O:29])=[O:28])=[CH:24][C:23](B2OC(C)(C)C(C)(C)O2)=[CH:22][N:21]=1.C(=O)(O)[O-].[Na+], predict the reaction product. The product is: [Cl:19][C:20]1[C:25]([NH:26][S:27]([C:30]2[CH:35]=[CH:34][C:33]([F:36])=[CH:32][C:31]=2[F:37])(=[O:29])=[O:28])=[CH:24][C:23]([C:2]2[CH:3]=[CH:4][C:5]3[N:6]=[CH:7][N:8]=[C:9]([NH:12][CH:13]4[CH2:18][CH2:17][CH2:15][CH2:14]4)[C:10]=3[N:11]=2)=[CH:22][N:21]=1. (4) Given the reactants [Si]([O:8][CH:9]([CH2:31][CH2:32][CH2:33][CH2:34][CH2:35][CH2:36][CH2:37]/[CH:38]=[CH:39]\[CH2:40]/[CH:41]=[CH:42]\[CH2:43][CH2:44][CH2:45][CH2:46][CH3:47])[CH2:10][CH:11]([OH:30])[CH2:12][CH2:13][CH2:14][CH2:15][CH2:16][CH2:17][CH2:18][CH2:19]/[CH:20]=[CH:21]\[CH2:22]/[CH:23]=[CH:24]\[CH2:25][CH2:26][CH2:27][CH2:28][CH3:29])(C(C)(C)C)(C)C.[SiH3]O[SiH3], predict the reaction product. The product is: [CH3:47][CH2:46][CH2:45][CH2:44][CH2:43]/[CH:42]=[CH:41]\[CH2:40]/[CH:39]=[CH:38]\[CH2:37][CH2:36][CH2:35][CH2:34][CH2:33][CH2:32][CH2:31][CH:9]([OH:8])[CH2:10][CH:11]([OH:30])[CH2:12][CH2:13][CH2:14][CH2:15][CH2:16][CH2:17][CH2:18][CH2:19]/[CH:20]=[CH:21]\[CH2:22]/[CH:23]=[CH:24]\[CH2:25][CH2:26][CH2:27][CH2:28][CH3:29]. (5) Given the reactants [Cl:1][C:2]1[N:7]=[C:6]([C:8]2[CH:13]=[CH:12][C:11]([N+:14]([O-])=O)=[CH:10][CH:9]=2)[N:5]=[C:4]([N:17]2[CH2:22][CH2:21][O:20][CH2:19][CH2:18]2)[C:3]=1[O:23][CH2:24][CH3:25], predict the reaction product. The product is: [Cl:1][C:2]1[C:3]([O:23][CH2:24][CH3:25])=[C:4]([N:17]2[CH2:22][CH2:21][O:20][CH2:19][CH2:18]2)[N:5]=[C:6]([C:8]2[CH:13]=[CH:12][C:11]([NH2:14])=[CH:10][CH:9]=2)[N:7]=1. (6) Given the reactants [CH2:1]([C@:4]1([CH2:30][CH2:31][CH2:32][CH2:33][B:34]2[O:38][C:37]([CH3:40])([CH3:39])[C:36]([CH3:42])([CH3:41])[O:35]2)[C:9](=[O:10])[O:8][C@@H:7](C2C=CC=CC=2)[C@@H](C2C=CC=CC=2)[N:5]1[C:23]([O:25][C:26]([CH3:29])([CH3:28])[CH3:27])=[O:24])[CH:2]=[CH2:3].C(=O)=O.N.[Li], predict the reaction product. The product is: [CH2:1]([C@:4]([NH:5][C:23]([O:25][C:26]([CH3:29])([CH3:28])[CH3:27])=[O:24])([CH2:30][CH2:31][CH2:32][CH2:33][B:34]1[O:35][C:36]([CH3:41])([CH3:42])[C:37]([CH3:39])([CH3:40])[O:38]1)[C:9]([O:8][CH3:7])=[O:10])[CH:2]=[CH2:3].